This data is from Peptide-MHC class I binding affinity with 185,985 pairs from IEDB/IMGT. The task is: Regression. Given a peptide amino acid sequence and an MHC pseudo amino acid sequence, predict their binding affinity value. This is MHC class I binding data. (1) The peptide sequence is ATADLELAY. The MHC is HLA-A26:03 with pseudo-sequence HLA-A26:03. The binding affinity (normalized) is 0.0847. (2) The peptide sequence is ALSELPETL. The MHC is HLA-A02:01 with pseudo-sequence HLA-A02:01. The binding affinity (normalized) is 0.621. (3) The peptide sequence is SSLLWGFYL. The MHC is HLA-B27:03 with pseudo-sequence HLA-B27:03. The binding affinity (normalized) is 0.0847.